From a dataset of Forward reaction prediction with 1.9M reactions from USPTO patents (1976-2016). Predict the product of the given reaction. (1) Given the reactants I[C:2]1[N:3]=[C:4]([CH3:18])[N:5]([C:7]2[CH:12]=[N:11][N:10]([CH2:13][CH2:14][O:15][CH3:16])[C:9](=[O:17])[CH:8]=2)[CH:6]=1.[Cl:19][C:20]1[CH:25]=[CH:24][CH:23]=[C:22]([C:26]#[CH:27])[CH:21]=1, predict the reaction product. The product is: [Cl:19][C:20]1[CH:21]=[C:22]([C:26]#[C:27][C:2]2[N:3]=[C:4]([CH3:18])[N:5]([C:7]3[CH:12]=[N:11][N:10]([CH2:13][CH2:14][O:15][CH3:16])[C:9](=[O:17])[CH:8]=3)[CH:6]=2)[CH:23]=[CH:24][CH:25]=1. (2) Given the reactants Cl.[F:2][C:3]1([F:7])[CH2:6][NH:5][CH2:4]1.[CH3:8][C:9]([CH3:33])([CH3:32])[C@H:10]([NH:15][C:16]([C:18]1[CH:23]=[CH:22][C:21](Br)=[C:20]([O:25][CH2:26][CH:27]2[CH2:31][CH2:30][CH2:29][O:28]2)[N:19]=1)=[O:17])[C:11](=[O:14])[NH:12][CH3:13], predict the reaction product. The product is: [F:2][C:3]1([F:7])[CH2:6][N:5]([C:21]2[CH:22]=[CH:23][C:18]([C:16]([NH:15][C@@H:10]([C:9]([CH3:33])([CH3:32])[CH3:8])[C:11]([NH:12][CH3:13])=[O:14])=[O:17])=[N:19][C:20]=2[O:25][CH2:26][CH:27]2[CH2:31][CH2:30][CH2:29][O:28]2)[CH2:4]1. (3) Given the reactants C([O:3][C:4]([C:6]1[N:7]=[N:8][C:9]([O:12][CH2:13][C:14]2[C:15]([C:20]3[CH:25]=[CH:24][C:23]([F:26])=[CH:22][CH:21]=3)=[N:16][O:17][C:18]=2[CH3:19])=[CH:10][CH:11]=1)=O)C.C(OC(C1N=NC(OCC2[C:41]([C:46]3[CH:51]=[CH:50]C=C(F)C=3)=[N:42]OC=2C)=CC=1)=O)C.NCC1CC1, predict the reaction product. The product is: [CH:46]1([CH2:41][NH:42][C:4]([C:6]2[N:7]=[N:8][C:9]([O:12][CH2:13][C:14]3[C:15]([C:20]4[CH:21]=[CH:22][C:23]([F:26])=[CH:24][CH:25]=4)=[N:16][O:17][C:18]=3[CH3:19])=[CH:10][CH:11]=2)=[O:3])[CH2:51][CH2:50]1. (4) Given the reactants [Br:1][C:2]1[CH:3]=[CH:4][C:5]([C:8]([OH:10])=O)=[N:6][CH:7]=1.C(Cl)(=O)C(Cl)=O.[NH:17]1[CH2:22][CH2:21][O:20][CH2:19][CH2:18]1, predict the reaction product. The product is: [Br:1][C:2]1[CH:3]=[CH:4][C:5]([C:8]([N:17]2[CH2:22][CH2:21][O:20][CH2:19][CH2:18]2)=[O:10])=[N:6][CH:7]=1. (5) Given the reactants [H-].[Na+].[I:3][C:4]1[CH:9]=[CH:8][C:7]([C:10]([C:12]2[CH:17]=[CH:16][C:15]([OH:18])=[CH:14][CH:13]=2)=[O:11])=[CH:6][CH:5]=1.[C:19]([O:23][C:24]([N:26]1[CH2:30][CH2:29][CH2:28][C@@H:27]1[CH2:31]OS(C1C=CC(C)=CC=1)(=O)=O)=[O:25])([CH3:22])([CH3:21])[CH3:20], predict the reaction product. The product is: [C:19]([O:23][C:24]([N:26]1[CH2:30][CH2:29][CH2:28][C@@H:27]1[CH2:31][O:18][C:15]1[CH:16]=[CH:17][C:12]([C:10](=[O:11])[C:7]2[CH:8]=[CH:9][C:4]([I:3])=[CH:5][CH:6]=2)=[CH:13][CH:14]=1)=[O:25])([CH3:22])([CH3:20])[CH3:21]. (6) Given the reactants [C:1]1([N:7]2[CH2:11][CH2:10][C@@H:9]([NH:12][C:13]3[N:18]=[CH:17][C:16](/[CH:19]=[CH:20]/[C:21]([O:23]CC)=[O:22])=[CH:15][CH:14]=3)[CH2:8]2)[CH:6]=[CH:5][CH:4]=[CH:3][CH:2]=1.[OH-].[Na+].O.[ClH:29], predict the reaction product. The product is: [ClH:29].[C:1]1([N:7]2[CH2:11][CH2:10][C@@H:9]([NH:12][C:13]3[N:18]=[CH:17][C:16](/[CH:19]=[CH:20]/[C:21]([OH:23])=[O:22])=[CH:15][CH:14]=3)[CH2:8]2)[CH:2]=[CH:3][CH:4]=[CH:5][CH:6]=1. (7) Given the reactants [C:1]1([CH3:11])[CH:6]=[CH:5][C:4]([S:7](Cl)(=[O:9])=[O:8])=[CH:3][CH:2]=1.[C:12]([O:16][C:17]([N:19]1[CH2:24][CH2:23][C@H:22]([OH:25])[C@H:21]([F:26])[CH2:20]1)=[O:18])([CH3:15])([CH3:14])[CH3:13], predict the reaction product. The product is: [C:12]([O:16][C:17]([N:19]1[CH2:24][CH2:23][C@H:22]([O:25][S:7]([C:4]2[CH:5]=[CH:6][C:1]([CH3:11])=[CH:2][CH:3]=2)(=[O:9])=[O:8])[C@H:21]([F:26])[CH2:20]1)=[O:18])([CH3:15])([CH3:13])[CH3:14].